From a dataset of Reaction yield outcomes from USPTO patents with 853,638 reactions. Predict the reaction yield, written as a fraction of the theoretical maximum amount of product (1.0 means a 100% yield; for example, 0.34 means a 34% yield). (1) The catalyst is C(Cl)Cl. The reactants are [C:1]([N:9]1[CH2:13][CH2:12][CH:11]([CH2:14][CH2:15][CH2:16][CH2:17][NH:18]C(=O)OC(C)(C)C)[CH2:10]1)(=[O:8])[C:2]1[CH:7]=[CH:6][CH:5]=[CH:4][CH:3]=1.C(O)(C(F)(F)F)=O. The yield is 0.190. The product is [NH2:18][CH2:17][CH2:16][CH2:15][CH2:14][CH:11]1[CH2:12][CH2:13][N:9]([C:1]([C:2]2[CH:3]=[CH:4][CH:5]=[CH:6][CH:7]=2)=[O:8])[CH2:10]1. (2) The reactants are [Cl:1][C:2]1[CH:9]=[CH:8][C:5]([CH2:6][NH2:7])=[CH:4][CH:3]=1.[Br:10][C:11]1[CH:16]=[CH:15][CH:14]=[C:13](Br)[N:12]=1. The catalyst is C(OCC)C. The product is [Br:10][C:11]1[N:12]=[C:13]([NH:7][CH2:6][C:5]2[CH:8]=[CH:9][C:2]([Cl:1])=[CH:3][CH:4]=2)[CH:14]=[CH:15][CH:16]=1. The yield is 1.00. (3) The reactants are [Cl:1][C:2]1[N:3]=[C:4]([C:9]([NH:11][C:12]2[CH:17]=[CH:16][C:15]([C:18]3[O:19][C:20]([CH3:27])=[C:21]([C:23]([O:25]C)=[O:24])[N:22]=3)=[CH:14][CH:13]=2)=[O:10])[NH:5][C:6]=1[CH2:7][CH3:8].[OH-].[Li+].CO. The catalyst is O1CCCC1. The product is [Cl:1][C:2]1[N:3]=[C:4]([C:9]([NH:11][C:12]2[CH:17]=[CH:16][C:15]([C:18]3[O:19][C:20]([CH3:27])=[C:21]([C:23]([OH:25])=[O:24])[N:22]=3)=[CH:14][CH:13]=2)=[O:10])[NH:5][C:6]=1[CH2:7][CH3:8]. The yield is 0.790. (4) The reactants are [Br:1][C:2]1[CH:16]=[C:15](/[CH:17]=[CH:18]/[CH:19]([C:24]2[CH:29]=[C:28]([Cl:30])[C:27]([Cl:31])=[C:26]([Cl:32])[CH:25]=2)[C:20]([F:23])([F:22])[F:21])[CH:14]=[CH:13][C:3]=1[C:4]([NH:6][CH:7]1[CH2:12][CH2:11][NH:10][CH2:9][CH2:8]1)=[O:5].Br[CH2:34][C:35]#[N:36]. The catalyst is C1COCC1.CCOC(C)=O. The product is [Br:1][C:2]1[CH:16]=[C:15](/[CH:17]=[CH:18]/[CH:19]([C:24]2[CH:25]=[C:26]([Cl:32])[C:27]([Cl:31])=[C:28]([Cl:30])[CH:29]=2)[C:20]([F:23])([F:21])[F:22])[CH:14]=[CH:13][C:3]=1[C:4]([NH:6][CH:7]1[CH2:12][CH2:11][N:10]([CH2:34][C:35]#[N:36])[CH2:9][CH2:8]1)=[O:5]. The yield is 0.468. (5) The reactants are [CH2:1]([N:8]1[CH:16]=[N:15][C:14]2[C:9]1=[N:10][C:11]([N:25]1C(C)=CC(C)=[N:26]1)=[N:12][C:13]=2[NH:17][C:18]1[CH:23]=[CH:22][C:21]([Cl:24])=[CH:20][CH:19]=1)[C:2]1[CH:7]=[CH:6][CH:5]=[CH:4][CH:3]=1.C(N1C2C(=NC(N3C(C)=CC(C)=N3)=NC=2NC2C=CC(Cl)=CC=2)N=C1)C1C=CC=CC=1.CC(=O)CC(=O)C.O. The catalyst is C(O)C. The product is [CH2:1]([N:8]1[CH:16]=[N:15][C:14]2[C:9]1=[N:10][C:11]([NH:25][NH2:26])=[N:12][C:13]=2[NH:17][C:18]1[CH:23]=[CH:22][C:21]([Cl:24])=[CH:20][CH:19]=1)[C:2]1[CH:7]=[CH:6][CH:5]=[CH:4][CH:3]=1. The yield is 0.890. (6) The catalyst is O. The product is [CH3:16][N:15]1[C:11]([C:9]([NH:8][C:4]2[CH:5]=[CH:6][CH:7]=[C:2]([O:1][C:19]3[CH:24]=[CH:23][C:22]([N+:25]([O-:27])=[O:26])=[CH:21][N:20]=3)[CH:3]=2)=[O:10])=[CH:12][C:13]([CH3:17])=[N:14]1. The yield is 0.940. The reactants are [OH:1][C:2]1[CH:3]=[C:4]([NH:8][C:9]([C:11]2[N:15]([CH3:16])[N:14]=[C:13]([CH3:17])[CH:12]=2)=[O:10])[CH:5]=[CH:6][CH:7]=1.Cl[C:19]1[CH:24]=[CH:23][C:22]([N+:25]([O-:27])=[O:26])=[CH:21][N:20]=1.C(=O)([O-])[O-].[K+].[K+].CN(C)C=O. (7) The reactants are [Cl:1][C:2]1[N:3]=[N:4][C:5](Cl)=[C:6]([C:15]2[CH:20]=[CH:19][N:18]=[CH:17][CH:16]=2)[C:7]=1[C:8]1[CH:13]=[CH:12][C:11]([Cl:14])=[CH:10][CH:9]=1.CC#N.[OH2:25]. The catalyst is C(Cl)Cl. The product is [Cl:1][C:2]1[N:3]=[N:4][C:5]([OH:25])=[C:6]([C:15]2[CH:20]=[CH:19][N:18]=[CH:17][CH:16]=2)[C:7]=1[C:8]1[CH:13]=[CH:12][C:11]([Cl:14])=[CH:10][CH:9]=1. The yield is 0.480.